From a dataset of Forward reaction prediction with 1.9M reactions from USPTO patents (1976-2016). Predict the product of the given reaction. (1) The product is: [O:18]1[CH2:17][CH:16]([N:13]2[CH2:14][CH2:15][N:10]([C:7]3[CH:8]=[CH:9][C:4]([NH2:1])=[CH:5][C:6]=3[O:20][CH2:21][CH2:22][O:23][CH:24]3[CH2:29][CH2:28][CH2:27][CH2:26][O:25]3)[CH2:11][CH2:12]2)[CH2:19]1. Given the reactants [N+:1]([C:4]1[CH:9]=[CH:8][C:7]([N:10]2[CH2:15][CH2:14][N:13]([CH:16]3[CH2:19][O:18][CH2:17]3)[CH2:12][CH2:11]2)=[C:6]([O:20][CH2:21][CH2:22][O:23][CH:24]2[CH2:29][CH2:28][CH2:27][CH2:26][O:25]2)[CH:5]=1)([O-])=O, predict the reaction product. (2) The product is: [CH3:41][C:36]1([CH3:42])[C:37]([CH3:40])([CH3:39])[O:38][B:34]([C:13]2[C:12]3[C:17](=[CH:18][C:9]([C:6]4[CH:7]=[CH:8][C:3]([C:2]([F:1])([F:33])[F:32])=[CH:4][CH:5]=4)=[CH:10][CH:11]=3)[CH:16]=[C:15]([C:19]([O:21][CH2:22][CH3:23])=[O:20])[CH:14]=2)[O:35]1. Given the reactants [F:1][C:2]([F:33])([F:32])[C:3]1[CH:8]=[CH:7][C:6]([C:9]2[CH:18]=[C:17]3[C:12]([C:13](OS(C(F)(F)F)(=O)=O)=[CH:14][C:15]([C:19]([O:21][CH2:22][CH3:23])=[O:20])=[CH:16]3)=[CH:11][CH:10]=2)=[CH:5][CH:4]=1.[B:34]1([B:34]2[O:38][C:37]([CH3:40])([CH3:39])[C:36]([CH3:42])([CH3:41])[O:35]2)[O:38][C:37]([CH3:40])([CH3:39])[C:36]([CH3:42])([CH3:41])[O:35]1.C([O-])(=O)C.[K+], predict the reaction product. (3) Given the reactants [CH:1]1([NH:4][C:5]([C:7]2[N:8]=[N:9][N:10]([C:19]3[CH:24]=[CH:23][C:22]([C:25]([NH:27][CH2:28][CH3:29])=[O:26])=[CH:21][CH:20]=3)[C:11]=2/[CH:12]=[CH:13]/[C:14]2[NH:15][CH:16]=[CH:17][N:18]=2)=[O:6])[CH2:3][CH2:2]1.CI.[C:32](=O)([O-])[O-].[K+].[K+], predict the reaction product. The product is: [CH:1]1([NH:4][C:5]([C:7]2[N:8]=[N:9][N:10]([C:19]3[CH:20]=[CH:21][C:22]([C:25]([NH:27][CH2:28][CH3:29])=[O:26])=[CH:23][CH:24]=3)[C:11]=2/[CH:12]=[CH:13]/[C:14]2[N:18]([CH3:32])[CH:17]=[CH:16][N:15]=2)=[O:6])[CH2:2][CH2:3]1. (4) Given the reactants C([O:3][C:4]([CH:6]1[CH2:11][CH2:10][N:9]([C:12]2[CH:13]=[N:14][C:15]([O:19][CH3:20])=[C:16]([CH3:18])[CH:17]=2)[CH2:8][CH2:7]1)=[O:5])C.[OH-].[Li+].[ClH:23], predict the reaction product. The product is: [ClH:23].[CH3:20][O:19][C:15]1[N:14]=[CH:13][C:12]([N:9]2[CH2:8][CH2:7][CH:6]([C:4]([OH:5])=[O:3])[CH2:11][CH2:10]2)=[CH:17][C:16]=1[CH3:18]. (5) Given the reactants [C:1]([O:5][C:6](=[O:27])[NH:7][CH:8]1[C:14]2[CH:15]=[CH:16][C:17]([O:19][CH2:20][CH:21]3[CH2:26][CH2:25][CH2:24][CH2:23][CH2:22]3)=[CH:18][C:13]=2[CH2:12][CH2:11][CH2:10][CH2:9]1)([CH3:4])([CH3:3])[CH3:2].C1C(=O)N([Br:35])C(=O)C1, predict the reaction product. The product is: [C:1]([O:5][C:6](=[O:27])[NH:7][CH:8]1[C:14]2[CH:15]=[C:16]([Br:35])[C:17]([O:19][CH2:20][CH:21]3[CH2:22][CH2:23][CH2:24][CH2:25][CH2:26]3)=[CH:18][C:13]=2[CH2:12][CH2:11][CH2:10][CH2:9]1)([CH3:4])([CH3:2])[CH3:3].